Task: Predict the reaction yield, written as a fraction of the theoretical maximum amount of product (1.0 means a 100% yield; for example, 0.34 means a 34% yield).. Dataset: Reaction yield outcomes from USPTO patents with 853,638 reactions The reactants are [NH2:1][C:2]1[C:3]([N:25]2[CH2:30][CH2:29][N:28]([C:31]3[CH:36]=[CH:35][CH:34]=[CH:33][C:32]=3[CH3:37])[CH2:27][CH2:26]2)=[CH:4][C:5]([O:20][CH2:21][CH2:22][O:23][CH3:24])=[C:6]([CH:19]=1)[C:7]([NH:9][CH2:10][CH2:11][CH2:12][N:13]1[CH2:17][CH2:16][CH2:15][C:14]1=[O:18])=[O:8].[CH:38]1([C:41]2[O:42][CH:43]=[C:44]([C:46](O)=[O:47])[N:45]=2)[CH2:40][CH2:39]1.C(N(CC)C(C)C)(C)C.CN(C(ON1N=NC2C=CC=NC1=2)=[N+](C)C)C.F[P-](F)(F)(F)(F)F. The catalyst is CN(C)C=O.O. The product is [CH3:24][O:23][CH2:22][CH2:21][O:20][C:5]1[C:6]([C:7](=[O:8])[NH:9][CH2:10][CH2:11][CH2:12][N:13]2[CH2:17][CH2:16][CH2:15][C:14]2=[O:18])=[CH:19][C:2]([NH:1][C:46]([C:44]2[N:45]=[C:41]([CH:38]3[CH2:40][CH2:39]3)[O:42][CH:43]=2)=[O:47])=[C:3]([N:25]2[CH2:26][CH2:27][N:28]([C:31]3[CH:36]=[CH:35][CH:34]=[CH:33][C:32]=3[CH3:37])[CH2:29][CH2:30]2)[CH:4]=1. The yield is 0.770.